This data is from Peptide-MHC class II binding affinity with 134,281 pairs from IEDB. The task is: Regression. Given a peptide amino acid sequence and an MHC pseudo amino acid sequence, predict their binding affinity value. This is MHC class II binding data. (1) The peptide sequence is LDAKSTWYGKPTGAG. The MHC is DRB1_0401 with pseudo-sequence DRB1_0401. The binding affinity (normalized) is 0. (2) The peptide sequence is KYRWLNLSANGDLRL. The MHC is DRB1_0401 with pseudo-sequence DRB1_0401. The binding affinity (normalized) is 0.641.